Dataset: Reaction yield outcomes from USPTO patents with 853,638 reactions. Task: Predict the reaction yield, written as a fraction of the theoretical maximum amount of product (1.0 means a 100% yield; for example, 0.34 means a 34% yield). (1) The reactants are Br[C:2]1[C:18](=[O:19])[N:17]([CH:20]2[CH2:24][CH2:23][CH2:22][CH2:21]2)[C:5]2[N:6]=[C:7]([NH:11][CH2:12][C:13]([OH:16])([CH3:15])[CH3:14])[N:8]=[C:9]([CH3:10])[C:4]=2[CH:3]=1.[OH:25][C:26]1[CH:27]=[C:28](B(O)O)[CH:29]=[CH:30][CH:31]=1.C(=O)([O-])[O-].[K+].[K+]. The catalyst is CN(C=O)C.Cl[Pd](Cl)([P](C1C=CC=CC=1)(C1C=CC=CC=1)C1C=CC=CC=1)[P](C1C=CC=CC=1)(C1C=CC=CC=1)C1C=CC=CC=1. The product is [CH:20]1([N:17]2[C:5]3[N:6]=[C:7]([NH:11][CH2:12][C:13]([OH:16])([CH3:15])[CH3:14])[N:8]=[C:9]([CH3:10])[C:4]=3[CH:3]=[C:2]([C:30]3[CH:29]=[CH:28][CH:27]=[C:26]([OH:25])[CH:31]=3)[C:18]2=[O:19])[CH2:24][CH2:23][CH2:22][CH2:21]1. The yield is 0.220. (2) The reactants are [NH2:1][C@@H:2]1[C:16](=[O:17])[N:15]2[CH2:18][C@H:19]([O:21][C:22]3[C:31]4[C:26](=[CH:27][C:28]([O:33][CH3:34])=[C:29]([F:32])[CH:30]=4)[CH:25]=[CH:24][N:23]=3)[CH2:20][C@H:14]2[C:13](=[O:35])[NH:12][C@:11]2([C:37]([NH:39][S:40]([C:43]3([CH3:46])[CH2:45][CH2:44]3)(=[O:42])=[O:41])=[O:38])[CH2:36][C@H:10]2[CH:9]=[CH:8][CH2:7][CH2:6][C@@H:5]([CH3:47])[O:4][C@H:3]1[CH3:48].C(O)(C(F)(F)F)=O.[C:56](=O)([O:64][C:65]([CH3:71])([CH3:70])[C:66]([F:69])([F:68])[F:67])[O:57]C1C=CC=CN=1.C(N(C(C)C)C(C)C)C. The catalyst is C(Cl)Cl. The product is [F:32][C:29]1[CH:30]=[C:31]2[C:26]([CH:25]=[CH:24][N:23]=[C:22]2[O:21][C@H:19]2[CH2:18][N:15]3[C:16](=[O:17])[C@@H:2]([NH:1][C:56](=[O:57])[O:64][C:65]([CH3:71])([CH3:70])[C:66]([F:69])([F:68])[F:67])[C@H:3]([CH3:48])[O:4][C@H:5]([CH3:47])[CH2:6][CH2:7][CH:8]=[CH:9][C@@H:10]4[CH2:36][C@@:11]4([C:37](=[O:38])[NH:39][S:40]([C:43]4([CH3:46])[CH2:44][CH2:45]4)(=[O:41])=[O:42])[NH:12][C:13](=[O:35])[C@@H:14]3[CH2:20]2)=[CH:27][C:28]=1[O:33][CH3:34]. The yield is 0.410. (3) The reactants are [Cl:1][C:2]1[C:3]2[CH:14]=[CH:13][C:12](=[O:15])[N:11]([C:16]3[CH:21]=[CH:20][C:19]([C:22]([F:25])([F:24])[F:23])=[CH:18][CH:17]=3)[C:4]=2[N:5]=[C:6](S(C)=O)[N:7]=1.[NH2:26][CH:27]([CH2:30][OH:31])[CH2:28][OH:29]. The catalyst is ClCCl.CN(C=O)C. The product is [Cl:1][C:2]1[C:3]2[CH:14]=[CH:13][C:12](=[O:15])[N:11]([C:16]3[CH:21]=[CH:20][C:19]([C:22]([F:25])([F:24])[F:23])=[CH:18][CH:17]=3)[C:4]=2[N:5]=[C:6]([NH:26][CH:27]([CH2:30][OH:31])[CH2:28][OH:29])[N:7]=1. The yield is 0.450. (4) The reactants are [F:1][C:2]1[CH:13]=[CH:12][C:5]2[NH:6][C:7](=[O:11])[O:8][C:9](=[O:10])[C:4]=2[CH:3]=1.[H-].[Na+].[CH3:16]I. The catalyst is CN(C=O)C. The product is [F:1][C:2]1[CH:13]=[CH:12][C:5]2[N:6]([CH3:16])[C:7](=[O:11])[O:8][C:9](=[O:10])[C:4]=2[CH:3]=1. The yield is 0.570. (5) The reactants are [CH3:1][N:2]1[C:6]([CH2:7][C:8](O)=[O:9])=[CH:5][C:4]([C:11]2[CH:16]=[CH:15][C:14]([O:17][C:18]([F:21])([F:20])[F:19])=[CH:13][CH:12]=2)=[N:3]1. The catalyst is O1CCCC1. The product is [CH3:1][N:2]1[C:6]([CH2:7][CH2:8][OH:9])=[CH:5][C:4]([C:11]2[CH:16]=[CH:15][C:14]([O:17][C:18]([F:19])([F:20])[F:21])=[CH:13][CH:12]=2)=[N:3]1. The yield is 0.530. (6) The reactants are [CH3:1][O:2][C:3]1[CH:8]=[C:7]([O:9][CH3:10])[CH:6]=[CH:5][C:4]=1[S:11]([NH:14][CH:15]([C:17]1[CH:22]=[C:21]([F:23])[CH:20]=[CH:19][C:18]=1[C:24]1[CH:29]=[CH:28][C:27]([F:30])=[CH:26][C:25]=1F)[CH3:16])(=[O:13])=[O:12].C(=O)([O-])[O-].[K+].[K+]. The catalyst is CN(C)C=O. The product is [CH3:1][O:2][C:3]1[CH:8]=[C:7]([O:9][CH3:10])[CH:6]=[CH:5][C:4]=1[S:11]([N:14]1[CH:15]([CH3:16])[C:17]2[C:18](=[CH:19][CH:20]=[C:21]([F:23])[CH:22]=2)[C:24]2[CH:29]=[CH:28][C:27]([F:30])=[CH:26][C:25]1=2)(=[O:13])=[O:12]. The yield is 0.910.